The task is: Predict the reactants needed to synthesize the given product.. This data is from Full USPTO retrosynthesis dataset with 1.9M reactions from patents (1976-2016). (1) The reactants are: [C:1]([O:5][C:6]([C:8]1[C:12]([CH3:13])=[C:11]([C:14](=[O:24])[N:15](CCCC)[CH2:16]CCC)[S:10][C:9]=1[NH:25][C:26]([NH:28][CH2:29][CH2:30][CH2:31][CH2:32][CH2:33][CH2:34][CH2:35][CH3:36])=[O:27])=[O:7])([CH3:4])([CH3:3])[CH3:2].C([O:41][C:42]([C:44]1[C:48](C)=[C:47](C(=O)NCCCCCCCC)SC=1NC(NCCCCCCCC)=O)=O)(C)(C)C.[CH2:78](N[CH2:78][CH2:79][CH2:80][CH3:81])[CH2:79][CH2:80][CH3:81]. Given the product [C:1]([O:5][C:6]([C:8]1[C:12]([CH3:13])=[C:11]([C:14](=[O:24])[NH:15][CH2:16][C:47]2[CH:48]=[CH:44][C:42]3[O:41][CH2:81][CH2:80][C:79]=3[CH:78]=2)[S:10][C:9]=1[NH:25][C:26]([NH:28][CH2:29][CH2:30][CH2:31][CH2:32][CH2:33][CH2:34][CH2:35][CH3:36])=[O:27])=[O:7])([CH3:2])([CH3:4])[CH3:3], predict the reactants needed to synthesize it. (2) The reactants are: [O:1]=[C:2]1[C:10](=[O:11])[C:9]2[C:4](=[CH:5][CH:6]=[C:7]([S:12][CH2:13][CH2:14][C:15]3[CH:25]=[CH:24][C:18]([C:19]([O:21]CC)=[O:20])=[CH:17][CH:16]=3)[CH:8]=2)[N:3]1[CH2:26][CH2:27][CH2:28][CH2:29][CH3:30].C(=O)([O-])[O-].[K+].[K+].Cl. Given the product [O:1]=[C:2]1[C:10](=[O:11])[C:9]2[C:4](=[CH:5][CH:6]=[C:7]([S:12][CH2:13][CH2:14][C:15]3[CH:25]=[CH:24][C:18]([C:19]([OH:21])=[O:20])=[CH:17][CH:16]=3)[CH:8]=2)[N:3]1[CH2:26][CH2:27][CH2:28][CH2:29][CH3:30], predict the reactants needed to synthesize it.